From a dataset of Forward reaction prediction with 1.9M reactions from USPTO patents (1976-2016). Predict the product of the given reaction. (1) The product is: [F:12][C:13]1[CH:18]=[CH:17][C:16]([O:19][CH2:2][CH2:3][NH:4][C:5](=[O:11])[O:6][C:7]([CH3:10])([CH3:9])[CH3:8])=[CH:15][CH:14]=1. Given the reactants Br[CH2:2][CH2:3][NH:4][C:5](=[O:11])[O:6][C:7]([CH3:10])([CH3:9])[CH3:8].[F:12][C:13]1[CH:18]=[CH:17][C:16]([OH:19])=[CH:15][CH:14]=1.C(=O)([O-])[O-].[K+].[K+], predict the reaction product. (2) The product is: [C:29]([C:28]1[CH:27]=[CH:34][C:33]([OH:35])=[CH:32][C:31]=1[C:9]1[CH:18]=[C:17]2[C:12]([CH:13]=[C:14]([NH:19][C:20]([CH:22]3[CH2:23][CH2:24]3)=[O:21])[N:15]=[CH:16]2)=[CH:11][CH:10]=1)#[N:30]. Given the reactants CC1(C)C(C)(C)OB([C:9]2[CH:18]=[C:17]3[C:12]([CH:13]=[C:14]([NH:19][C:20]([CH:22]4[CH2:24][CH2:23]4)=[O:21])[N:15]=[CH:16]3)=[CH:11][CH:10]=2)O1.Cl[C:27]1[CH:34]=[C:33]([OH:35])[CH:32]=[CH:31][C:28]=1[C:29]#[N:30].C(=O)([O-])[O-].[Na+].[Na+], predict the reaction product.